This data is from Reaction yield outcomes from USPTO patents with 853,638 reactions. The task is: Predict the reaction yield, written as a fraction of the theoretical maximum amount of product (1.0 means a 100% yield; for example, 0.34 means a 34% yield). (1) The catalyst is C1COCC1. The reactants are [H-].[Na+].[Cl:3][C:4]1[CH:5]=[C:6]2[C:10](=[CH:11][CH:12]=1)[NH:9][CH:8]=[CH:7]2.[C:13](O[C:13]([O:15][C:16]([CH3:19])([CH3:18])[CH3:17])=[O:14])([O:15][C:16]([CH3:19])([CH3:18])[CH3:17])=[O:14]. The product is [C:16]([O:15][C:13]([N:9]1[C:10]2[C:6](=[CH:5][C:4]([Cl:3])=[CH:12][CH:11]=2)[CH:7]=[CH:8]1)=[O:14])([CH3:19])([CH3:18])[CH3:17]. The yield is 0.890. (2) The reactants are [F:1][C:2]1[CH:7]=[CH:6][C:5]([C:8]2[C:16]3[C:11](=[CH:12][CH:13]=[C:14]([C:17]([OH:19])=[O:18])[CH:15]=3)[NH:10][N:9]=2)=[CH:4][CH:3]=1.[C:20](O)(=[O:22])[CH3:21].C(OC(=O)C)(=O)C. The catalyst is O. The product is [C:20]([N:10]1[C:11]2[C:16](=[CH:15][C:14]([C:17]([OH:19])=[O:18])=[CH:13][CH:12]=2)[C:8]([C:5]2[CH:4]=[CH:3][C:2]([F:1])=[CH:7][CH:6]=2)=[N:9]1)(=[O:22])[CH3:21]. The yield is 1.00. (3) The reactants are [C:1]1([C@@H:7]2[CH2:9][C@H:8]2[C:10]([OH:12])=[O:11])[CH:6]=[CH:5][CH:4]=[CH:3][CH:2]=1.[N+:13]([O-])([OH:15])=[O:14]. No catalyst specified. The product is [N+:13]([C:4]1[CH:5]=[CH:6][C:1]([C@@H:7]2[CH2:9][C@H:8]2[C:10]([OH:12])=[O:11])=[CH:2][CH:3]=1)([O-:15])=[O:14]. The yield is 0.782. (4) The reactants are C(N(C(C)C)C(C)C)C.[NH2:10][CH2:11][C:12]1([C:18]([O:20][CH2:21][CH3:22])=[O:19])[CH2:17][CH2:16][NH:15][CH2:14][CH2:13]1.Cl[C:24]1[C:25]2[CH:32]=[CH:31][NH:30][C:26]=2[N:27]=[CH:28][N:29]=1. The catalyst is CC(N(C)C)=O. The product is [NH2:10][CH2:11][C:12]1([C:18]([O:20][CH2:21][CH3:22])=[O:19])[CH2:17][CH2:16][N:15]([C:24]2[C:25]3[CH:32]=[CH:31][NH:30][C:26]=3[N:27]=[CH:28][N:29]=2)[CH2:14][CH2:13]1. The yield is 0.950.